The task is: Regression. Given two drug SMILES strings and cell line genomic features, predict the synergy score measuring deviation from expected non-interaction effect.. This data is from Merck oncology drug combination screen with 23,052 pairs across 39 cell lines. Drug 1: CC1CC2C3CCC4=CC(=O)C=CC4(C)C3(F)C(O)CC2(C)C1(O)C(=O)CO. Drug 2: NC(=O)c1cccc2cn(-c3ccc(C4CCCNC4)cc3)nc12. Cell line: HT29. Synergy scores: synergy=17.2.